Dataset: Peptide-MHC class II binding affinity with 134,281 pairs from IEDB. Task: Regression. Given a peptide amino acid sequence and an MHC pseudo amino acid sequence, predict their binding affinity value. This is MHC class II binding data. (1) The peptide sequence is ANPGLIIGALAG. The MHC is DRB1_1501 with pseudo-sequence DRB1_1501. The binding affinity (normalized) is 0.167. (2) The peptide sequence is VFTPLLALATNLTEL. The MHC is DRB1_0101 with pseudo-sequence DRB1_0101. The binding affinity (normalized) is 1.00. (3) The MHC is HLA-DPA10201-DPB10101 with pseudo-sequence HLA-DPA10201-DPB10101. The binding affinity (normalized) is 0.309. The peptide sequence is KVSDDITYVATATLP. (4) The peptide sequence is KSRFFIWSQEVPLLT. The MHC is DRB1_0101 with pseudo-sequence DRB1_0101. The binding affinity (normalized) is 1.00. (5) The peptide sequence is LVGPTPVNIIGRNLMTQIGC. The MHC is HLA-DQA10501-DQB10301 with pseudo-sequence HLA-DQA10501-DQB10301. The binding affinity (normalized) is 0.